Predict the reactants needed to synthesize the given product. From a dataset of Full USPTO retrosynthesis dataset with 1.9M reactions from patents (1976-2016). (1) Given the product [CH2:23]([O:22][C:14]1[CH:15]=[C:16]([C:17]([O:19][CH2:20][CH3:21])=[O:18])[N:12]([CH2:11][CH2:10][CH2:9][NH:8][C:6]([O:5][C:1]([CH3:3])([CH3:4])[CH3:2])=[O:7])[N:13]=1)[C:24]1[CH:29]=[CH:28][CH:27]=[CH:26][CH:25]=1, predict the reactants needed to synthesize it. The reactants are: [C:1]([O:5][C:6]([NH:8][CH2:9][CH2:10][CH2:11][N:12]1[C:16]([C:17]([O:19][CH2:20][CH3:21])=[O:18])=[CH:15][C:14]([OH:22])=[N:13]1)=[O:7])([CH3:4])([CH3:3])[CH3:2].[CH2:23](Br)[C:24]1[CH:29]=[CH:28][CH:27]=[CH:26][CH:25]=1. (2) Given the product [NH2:8][C:7]1[C:2]([OH:1])=[N:3][CH:4]=[C:5]([C:11]([F:14])([F:12])[F:13])[CH:6]=1, predict the reactants needed to synthesize it. The reactants are: [OH:1][C:2]1[C:7]([N+:8]([O-])=O)=[CH:6][C:5]([C:11]([F:14])([F:13])[F:12])=[CH:4][N:3]=1.[H][H]. (3) Given the product [Cl:41][C:25]1[N:24]([CH3:29])[C:23](=[O:30])[C:22]([C:19]2[CH:20]=[CH:21][C:16]([O:15][C:6]3[C:5]4[C:10](=[CH:11][C:12]([O:13][CH3:14])=[C:3]([O:2][CH3:1])[CH:4]=4)[N:9]=[CH:8][CH:7]=3)=[C:17]([F:31])[CH:18]=2)=[CH:27][N:26]=1, predict the reactants needed to synthesize it. The reactants are: [CH3:1][O:2][C:3]1[CH:4]=[C:5]2[C:10](=[CH:11][C:12]=1[O:13][CH3:14])[N:9]=[CH:8][CH:7]=[C:6]2[O:15][C:16]1[CH:21]=[CH:20][C:19]([C:22]2[C:23](=[O:30])[N:24]([CH3:29])[C:25](O)=[N:26][CH:27]=2)=[CH:18][C:17]=1[F:31].CN(C)C1C=CC=CC=1.[Cl-:41]. (4) Given the product [CH3:11][O:12][C:13](=[O:14])[C:15]1[CH:20]=[CH:19][C:18]([C:2]2[CH:3]=[CH:4][C:5]([C:8](=[O:10])[CH3:9])=[CH:6][N:7]=2)=[CH:17][CH:16]=1, predict the reactants needed to synthesize it. The reactants are: Cl[C:2]1[N:7]=[CH:6][C:5]([C:8](=[O:10])[CH3:9])=[CH:4][CH:3]=1.[CH3:11][O:12][C:13]([C:15]1[CH:20]=[CH:19][C:18](B(O)O)=[CH:17][CH:16]=1)=[O:14].C(=O)([O-])[O-].[Na+].[Na+]. (5) The reactants are: [C:1]1([C:7]2[O:8][C:9]([C:15]([F:18])([F:17])[F:16])=[C:10]([C:12](O)=[O:13])[N:11]=2)[CH:6]=[CH:5][CH:4]=[CH:3][CH:2]=1.CN1CCOCC1.ClC(OCC)=O.[H-].[Al+3].[Li+].[H-].[H-].[H-].[OH-].[Na+]. Given the product [C:1]1([C:7]2[O:8][C:9]([C:15]([F:17])([F:18])[F:16])=[C:10]([CH2:12][OH:13])[N:11]=2)[CH:2]=[CH:3][CH:4]=[CH:5][CH:6]=1, predict the reactants needed to synthesize it. (6) The reactants are: Cl[C:2]1[C:11]2=[N:12][N:13](CC3C=CC(OC)=CC=3)[C:14]([C:15]([F:18])([F:17])[F:16])=[C:10]2[C:9]2[CH:8]=[CH:7][CH:6]=[CH:5][C:4]=2[N:3]=1.[NH:28]1[C:36]2[C:31](=[CH:32][CH:33]=[C:34]([NH2:37])[CH:35]=2)[CH:30]=[N:29]1.Cl. Given the product [NH:28]1[C:36]2[C:31](=[CH:32][CH:33]=[C:34]([NH:37][C:2]3[C:11]4=[N:12][NH:13][C:14]([C:15]([F:17])([F:18])[F:16])=[C:10]4[C:9]4[CH:8]=[CH:7][CH:6]=[CH:5][C:4]=4[N:3]=3)[CH:35]=2)[CH:30]=[N:29]1, predict the reactants needed to synthesize it. (7) Given the product [CH3:23][C:12]1[CH:11]=[C:10]([CH:9]=[CH:8][C:4]2[CH:3]=[C:2]([C:35]3[CH:36]=[CH:37][C:32]([C:31]([F:42])([F:41])[F:30])=[CH:33][CH:34]=3)[CH:7]=[CH:6][CH:5]=2)[CH:15]=[CH:14][C:13]=1[O:16][CH2:17][C:18]([OH:20])=[O:19], predict the reactants needed to synthesize it. The reactants are: Br[C:2]1[CH:3]=[C:4]([CH:8]=[CH:9][C:10]2[CH:15]=[CH:14][C:13]([O:16][CH2:17][C:18]([O:20]CC)=[O:19])=[C:12]([CH3:23])[CH:11]=2)[CH:5]=[CH:6][CH:7]=1.C([O-])([O-])=O.[Na+].[Na+].[F:30][C:31]([F:42])([F:41])[C:32]1[CH:37]=[CH:36][C:35](B(O)O)=[CH:34][CH:33]=1.O. (8) The reactants are: C([O:3][C:4]([C:6]1[C:10]([CH3:11])=[CH:9][S:8][C:7]=1[NH:12][C:13]([O:15][CH2:16][CH2:17][CH2:18][CH2:19][CH2:20][CH2:21][CH2:22][CH3:23])=[O:14])=[O:5])C.O[Li].O. Given the product [CH3:11][C:10]1[C:6]([C:4]([OH:5])=[O:3])=[C:7]([NH:12][C:13]([O:15][CH2:16][CH2:17][CH2:18][CH2:19][CH2:20][CH2:21][CH2:22][CH3:23])=[O:14])[S:8][CH:9]=1, predict the reactants needed to synthesize it. (9) Given the product [C:12]([O:11][C:9]([N:17]1[CH2:18][CH2:19][CH:20]([O:23][C:24]2[CH:32]=[CH:31][CH:30]=[CH:29][C:25]=2[C:26]([OH:28])=[O:27])[CH2:21][CH2:22]1)=[O:10])([CH3:13])([CH3:14])[CH3:15], predict the reactants needed to synthesize it. The reactants are: [C:12]([O:11][C:9](O[C:9]([O:11][C:12]([CH3:15])([CH3:14])[CH3:13])=[O:10])=[O:10])([CH3:15])([CH3:14])[CH3:13].Cl.[NH:17]1[CH2:22][CH2:21][CH:20]([O:23][C:24]2[CH:32]=[CH:31][CH:30]=[CH:29][C:25]=2[C:26]([OH:28])=[O:27])[CH2:19][CH2:18]1.O. (10) Given the product [F:1][C:2]1[CH:3]=[C:4]([C:9]2[N:13]3[CH2:14][C:15]([CH3:27])([CH3:26])[CH2:16][NH:17][CH2:18][C:12]3=[C:11]([C:28]([NH:29][C@@H:30]([C:35]([CH3:38])([CH3:37])[CH3:36])[C:31]([NH:33][CH3:34])=[O:32])=[O:39])[N:10]=2)[CH:5]=[CH:6][C:7]=1[F:8], predict the reactants needed to synthesize it. The reactants are: [F:1][C:2]1[CH:3]=[C:4]([C:9]2[N:13]3[CH2:14][C:15]([CH3:27])([CH3:26])[CH2:16][N:17](C(OC(C)(C)C)=O)[CH2:18][C:12]3=[C:11]([C:28](=[O:39])[NH:29][C@@H:30]([C:35]([CH3:38])([CH3:37])[CH3:36])[C:31]([NH:33][CH3:34])=[O:32])[N:10]=2)[CH:5]=[CH:6][C:7]=1[F:8].C(O)(C(F)(F)F)=O.